From a dataset of Forward reaction prediction with 1.9M reactions from USPTO patents (1976-2016). Predict the product of the given reaction. (1) Given the reactants Br[C:2]1[CH:17]=[CH:16][C:5]2[N:6]=[C:7]([O:9][CH:10]3[CH2:15][CH2:14][NH:13][CH2:12][CH2:11]3)[S:8][C:4]=2[CH:3]=1.CC1(C)C(C)(C)OB([C:26]2[CH2:31][CH2:30][N:29]([C:32]([O:34][C:35]([CH3:38])([CH3:37])[CH3:36])=[O:33])[CH2:28][CH:27]=2)O1.C([O-])([O-])=O.[K+].[K+], predict the reaction product. The product is: [NH:13]1[CH2:14][CH2:15][CH:10]([O:9][C:7]2[S:8][C:4]3[CH:3]=[C:2]([C:26]4[CH2:31][CH2:30][N:29]([C:32]([O:34][C:35]([CH3:38])([CH3:37])[CH3:36])=[O:33])[CH2:28][CH:27]=4)[CH:17]=[CH:16][C:5]=3[N:6]=2)[CH2:11][CH2:12]1. (2) Given the reactants C(NC(C)C)(C)C.[Li]CCCC.[CH2:13]([O:17][C:18](=[O:22])[CH:19]([CH3:21])[CH3:20])[CH:14]([CH3:16])[CH3:15].[Si:23](Cl)([CH3:26])([CH3:25])[CH3:24], predict the reaction product. The product is: [CH2:13]([O:17][C:18]([O:22][Si:23]([CH3:26])([CH3:25])[CH3:24])=[C:19]([CH3:21])[CH3:20])[CH:14]([CH3:16])[CH3:15]. (3) The product is: [Cl:17][C:7]1[C:8]2[C:13](=[CH:12][C:11]([O:14][CH3:15])=[C:10]([F:16])[CH:9]=2)[C:4]([CH2:1][CH2:2][CH2:3][OH:28])=[C:5]([OH:18])[N:6]=1. Given the reactants [CH2:1]([C:4]1[C:13]2[C:8](=[CH:9][C:10]([F:16])=[C:11]([O:14][CH3:15])[CH:12]=2)[C:7]([Cl:17])=[N:6][C:5]=1[OH:18])[CH:2]=[CH2:3].C12BC(CCC1)CCC2.[OH-:28].[Na+].OO.Cl, predict the reaction product. (4) Given the reactants C(OC([N:8]([CH2:43][CH2:44][CH2:45][C:46]1[CH:51]=[CH:50][CH:49]=[CH:48][C:47]=1[Cl:52])[CH2:9][CH2:10][CH2:11][O:12][C:13]1[C:14]([O:41][CH3:42])=[C:15]([C@@H:19]2[C:25]3[CH:26]=[C:27]([Cl:30])[CH:28]=[CH:29][C:24]=3[N:23]([CH2:31][C:32]([CH3:35])([CH3:34])[CH3:33])[C:22](=[O:36])[C@@H:21]([CH2:37][C:38](O)=[O:39])[O:20]2)[CH:16]=[CH:17][CH:18]=1)=O)(C)(C)C.C(OC([N:60]1[CH2:65][CH2:64][NH:63][CH2:62][CH2:61]1)=O)(C)(C)C, predict the reaction product. The product is: [ClH:30].[ClH:30].[Cl:30][C:27]1[CH:28]=[CH:29][C:24]2[N:23]([CH2:31][C:32]([CH3:34])([CH3:33])[CH3:35])[C:22](=[O:36])[C@@H:21]([CH2:37][C:38](=[O:39])[N:60]3[CH2:65][CH2:64][NH:63][CH2:62][CH2:61]3)[O:20][C@H:19]([C:15]3[CH:16]=[CH:17][CH:18]=[C:13]([O:12][CH2:11][CH2:10][CH2:9][NH:8][CH2:43][CH2:44][CH2:45][C:46]4[CH:51]=[CH:50][CH:49]=[CH:48][C:47]=4[Cl:52])[C:14]=3[O:41][CH3:42])[C:25]=2[CH:26]=1. (5) Given the reactants [C:1]([C:4]1[O:8][C:7]([C:9]2[C:17]3[C:12](=[CH:13][CH:14]=[CH:15][CH:16]=3)[N:11]([CH2:18][CH2:19][C:20]3[CH:25]=[CH:24][CH:23]=[CH:22][CH:21]=3)[N:10]=2)=[CH:6][CH:5]=1)([OH:3])=[O:2].[CH2:26](O)[CH3:27].C1(C)C=CC=CC=1.S(=O)(=O)(O)O, predict the reaction product. The product is: [CH2:26]([O:2][C:1]([C:4]1[O:8][C:7]([C:9]2[C:17]3[C:12](=[CH:13][CH:14]=[CH:15][CH:16]=3)[N:11]([CH2:18][CH2:19][C:20]3[CH:25]=[CH:24][CH:23]=[CH:22][CH:21]=3)[N:10]=2)=[CH:6][CH:5]=1)=[O:3])[CH3:27]. (6) Given the reactants [Cl:1][C:2]1[CH:14]=[CH:13][C:5]([O:6][C:7]([CH3:12])([CH3:11])[C:8](O)=[O:9])=[C:4]([F:15])[CH:3]=1.Cl.C([N:19]=C=NCCCN(C)C)C.[OH-].[NH4+], predict the reaction product. The product is: [Cl:1][C:2]1[CH:14]=[CH:13][C:5]([O:6][C:7]([CH3:12])([CH3:11])[C:8]([NH2:19])=[O:9])=[C:4]([F:15])[CH:3]=1. (7) Given the reactants [N:1]([C:4]1[CH:9]=[CH:8][C:7]([F:10])=[CH:6][C:5]=1[CH:11]1[CH2:13][CH2:12]1)=[N+:2]=[N-:3].O=[C:15]([CH3:21])[CH2:16][C:17]([O:19]C)=[O:18].C[O-].[Na+].O, predict the reaction product. The product is: [CH:11]1([C:5]2[CH:6]=[C:7]([F:10])[CH:8]=[CH:9][C:4]=2[N:1]2[C:15]([CH3:21])=[C:16]([C:17]([OH:19])=[O:18])[N:3]=[N:2]2)[CH2:13][CH2:12]1.